Task: Regression. Given a peptide amino acid sequence and an MHC pseudo amino acid sequence, predict their binding affinity value. This is MHC class I binding data.. Dataset: Peptide-MHC class I binding affinity with 185,985 pairs from IEDB/IMGT (1) The peptide sequence is IQKNPDGSW. The MHC is HLA-A26:02 with pseudo-sequence HLA-A26:02. The binding affinity (normalized) is 0.0847. (2) The MHC is HLA-A02:01 with pseudo-sequence HLA-A02:01. The peptide sequence is LFEVDNLTY. The binding affinity (normalized) is 0. (3) The MHC is HLA-B15:01 with pseudo-sequence HLA-B15:01. The binding affinity (normalized) is 0.0847. The peptide sequence is FTRYRKEAI. (4) The peptide sequence is KLSGLGINAV. The MHC is HLA-A02:03 with pseudo-sequence HLA-A02:03. The binding affinity (normalized) is 0.837. (5) The peptide sequence is ILFDRLPIA. The MHC is HLA-B83:01 with pseudo-sequence HLA-B83:01. The binding affinity (normalized) is 0.213. (6) The MHC is HLA-B39:01 with pseudo-sequence HLA-B39:01. The peptide sequence is FHNYFVPNL. The binding affinity (normalized) is 1.00. (7) The peptide sequence is CSANNSHHY. The MHC is HLA-A30:02 with pseudo-sequence HLA-A30:02. The binding affinity (normalized) is 0.781.